This data is from Forward reaction prediction with 1.9M reactions from USPTO patents (1976-2016). The task is: Predict the product of the given reaction. (1) Given the reactants [CH:1]1([N:6]2[CH2:12][C:11]([F:14])([F:13])[C:10](=[O:15])[N:9]([CH3:16])[C:8]3[CH:17]=[N:18][C:19]([NH:21][C:22]4[CH:30]=[CH:29][C:25]([C:26]([OH:28])=O)=[CH:24][C:23]=4[O:31][CH3:32])=[N:20][C:7]2=3)[CH2:5][CH2:4][CH2:3][CH2:2]1.F[P-](F)(F)(F)(F)F.CN(C(N(C)C)=[N+]1C2C(=NC=CC=2)[N+]([O-])=N1)C.C(N(C(C)C)C(C)C)C.[CH2:66]([N:73]1[CH2:77][CH2:76][C@@H:75]([NH2:78])[CH2:74]1)[C:67]1[CH:72]=[CH:71][CH:70]=[CH:69][CH:68]=1, predict the reaction product. The product is: [CH2:66]([N:73]1[CH2:77][CH2:76][C@@H:75]([NH:78][C:26](=[O:28])[C:25]2[CH:29]=[CH:30][C:22]([NH:21][C:19]3[N:18]=[CH:17][C:8]4[N:9]([CH3:16])[C:10](=[O:15])[C:11]([F:14])([F:13])[CH2:12][N:6]([CH:1]5[CH2:2][CH2:3][CH2:4][CH2:5]5)[C:7]=4[N:20]=3)=[C:23]([O:31][CH3:32])[CH:24]=2)[CH2:74]1)[C:67]1[CH:68]=[CH:69][CH:70]=[CH:71][CH:72]=1. (2) Given the reactants [CH3:1][O:2][CH2:3][O:4][CH2:5][C:6]1[CH:11]=[CH:10][C:9](OB(O)O)=[CH:8][CH:7]=1.Br[C:17]1[S:18][CH:19]=[CH:20][N:21]=1.[F-].[Cs+], predict the reaction product. The product is: [CH3:1][O:2][CH2:3][O:4][CH2:5][C:6]1[CH:11]=[CH:10][C:9]([C:17]2[S:18][CH:19]=[CH:20][N:21]=2)=[CH:8][CH:7]=1. (3) The product is: [NH2:49][C:50]1[S:51][C:2]([C:22]2[CH:27]=[CH:26][N:25]=[C:24]([Cl:39])[N:23]=2)=[C:3]([C:5]2[CH:6]=[C:7]([NH:11][C:12](=[O:21])[C:13]3[CH:18]=[C:17]([F:19])[CH:16]=[CH:15][C:14]=3[F:20])[CH:8]=[CH:9][CH:10]=2)[N:52]=1. Given the reactants Br[CH:2]([C:22]1[CH:27]=[CH:26][N:25]=[C:24](NC2C=CC(OC)=C(F)C=2)[N:23]=1)[C:3]([C:5]1[CH:6]=[C:7]([NH:11][C:12](=[O:21])[C:13]2[CH:18]=[C:17]([F:19])[CH:16]=[CH:15][C:14]=2[F:20])[CH:8]=[CH:9][CH:10]=1)=O.C(Cl)[Cl:39].C1C(=O)N(Br)C(=O)C1.[NH2:49][C:50]([NH2:52])=[S:51], predict the reaction product. (4) Given the reactants Br[C:2]1[C:11]2[C:6](=[CH:7][C:8]([OH:12])=[CH:9][CH:10]=2)[CH:5]=[C:4]([NH:13][C:14]2[CH:18]=[C:17]([CH3:19])[NH:16][N:15]=2)[N:3]=1.[CH3:20][O:21][C:22]1[CH:23]=[C:24](B(O)O)[CH:25]=[CH:26][CH:27]=1.C([O-])([O-])=O.[Na+].[Na+].CN(C)C=O, predict the reaction product. The product is: [CH3:20][O:21][C:22]1[CH:27]=[C:26]([C:2]2[C:11]3[C:6](=[CH:7][C:8]([OH:12])=[CH:9][CH:10]=3)[CH:5]=[C:4]([NH:13][C:14]3[CH:18]=[C:17]([CH3:19])[NH:16][N:15]=3)[N:3]=2)[CH:25]=[CH:24][CH:23]=1. (5) Given the reactants [CH3:1][C:2]1[C:10]([N+:11]([O-:13])=[O:12])=[CH:9][CH:8]=[CH:7][C:3]=1[C:4]([OH:6])=O.CCN=C=NCCCN(C)C.C1C=CC2N(O)N=NC=2C=1.CCN(CC)CC.[NH2:42][CH2:43][CH:44]([OH:56])[CH2:45][N:46]1[CH2:55][CH2:54][C:53]2[C:48](=[CH:49][CH:50]=[CH:51][CH:52]=2)[CH2:47]1, predict the reaction product. The product is: [CH2:47]1[C:48]2[C:53](=[CH:52][CH:51]=[CH:50][CH:49]=2)[CH2:54][CH2:55][N:46]1[CH2:45][CH:44]([OH:56])[CH2:43][NH:42][C:4](=[O:6])[C:3]1[CH:7]=[CH:8][CH:9]=[C:10]([N+:11]([O-:13])=[O:12])[C:2]=1[CH3:1]. (6) Given the reactants Cl.CC(C)([S@]([NH:7][CH:8]([C:10]1[CH:11]=[C:12]([C:27]([N:29]([CH3:31])[CH3:30])=[O:28])[CH:13]=[C:14]2[C:19]=1[O:18][C:17]([N:20]1[CH2:25][CH2:24][O:23][CH2:22][CH2:21]1)=[CH:16][C:15]2=[O:26])[CH3:9])=O)C, predict the reaction product. The product is: [NH2:7][CH:8]([C:10]1[CH:11]=[C:12]([C:27]([N:29]([CH3:30])[CH3:31])=[O:28])[CH:13]=[C:14]2[C:19]=1[O:18][C:17]([N:20]1[CH2:25][CH2:24][O:23][CH2:22][CH2:21]1)=[CH:16][C:15]2=[O:26])[CH3:9]. (7) The product is: [OH:3][CH:1]([C:4]1[C:9]([C:10]2[CH:15]=[CH:14][CH:13]=[CH:12][CH:11]=2)=[N:8][N:7]([CH:16]([CH3:18])[CH3:17])[C:6](=[O:19])[CH:5]=1)[CH3:2]. Given the reactants [C:1]([C:4]1[C:9]([C:10]2[CH:15]=[CH:14][CH:13]=[CH:12][CH:11]=2)=[N:8][N:7]([CH:16]([CH3:18])[CH3:17])[C:6](=[O:19])[CH:5]=1)(=[O:3])[CH3:2], predict the reaction product. (8) Given the reactants [OH-].[Na+].[Cl:3][C:4]1[C:11]([O:12]C(=O)C)=[C:10]([Cl:16])[CH:9]=[CH:8][C:5]=1[CH:6]=[O:7].Cl.O, predict the reaction product. The product is: [Cl:3][C:4]1[C:11]([OH:12])=[C:10]([Cl:16])[CH:9]=[CH:8][C:5]=1[CH:6]=[O:7].